This data is from Catalyst prediction with 721,799 reactions and 888 catalyst types from USPTO. The task is: Predict which catalyst facilitates the given reaction. Reactant: C(OC(=O)[NH:7][C:8]([CH3:32])([CH2:28][CH:29]([CH3:31])[CH3:30])[CH2:9][O:10][C:11]1[CH:12]=[CH:13][C:14]2[C:23]3[C:18](=[C:19]([CH3:24])[N:20]=[CH:21][CH:22]=3)[C:17](=[O:25])[N:16]([CH3:26])[C:15]=2[CH:27]=1)(C)(C)C.C1C(=O)N([Cl:41])C(=O)C1. Product: [NH2:7][C:8]([CH3:32])([CH2:28][CH:29]([CH3:31])[CH3:30])[CH2:9][O:10][C:11]1[C:12]([Cl:41])=[CH:13][C:14]2[C:23]3[C:18](=[C:19]([CH3:24])[N:20]=[CH:21][CH:22]=3)[C:17](=[O:25])[N:16]([CH3:26])[C:15]=2[CH:27]=1. The catalyst class is: 10.